Task: Predict which catalyst facilitates the given reaction.. Dataset: Catalyst prediction with 721,799 reactions and 888 catalyst types from USPTO Reactant: Cl.C([O:5][C:6]1[CH:7]=[C:8]([CH:23]=[CH:24][C:25]=1[CH3:26])[NH:9][C:10]1[C:19]2[C:14](=[CH:15][C:16]([OH:22])=[C:17](OC)[CH:18]=2)[N:13]=[CH:12][N:11]=1)(=O)C.[Cl:27][CH2:28][CH2:29][CH2:30][C:31]1[CH:36]=[CH:35][N:34]=[C:33](Cl)[CH:32]=1.[C:38](=O)([O-])[O-:39].[K+].[K+].[I-].[K+]. Product: [ClH:27].[OH:5][C:6]1[CH:7]=[C:8]([CH:23]=[CH:24][C:25]=1[CH3:26])[NH:9][C:10]1([O:39][CH3:38])[C:19]2[C:14](=[CH:15][C:16]([O:22][CH2:28][CH2:29][CH2:30][C:31]3[CH:36]=[CH:35][N:34]=[CH:33][CH:32]=3)=[CH:17][CH:18]=2)[N:13]=[CH:12][NH:11]1. The catalyst class is: 3.